This data is from Reaction yield outcomes from USPTO patents with 853,638 reactions. The task is: Predict the reaction yield, written as a fraction of the theoretical maximum amount of product (1.0 means a 100% yield; for example, 0.34 means a 34% yield). (1) The reactants are [CH3:1][O:2][C:3]1[CH:8]=[CH:7][C:6]([N:9]([CH3:17])[CH2:10][CH:11]2[CH2:16][CH2:15][O:14][CH2:13][CH2:12]2)=[CH:5][C:4]=1[NH:18][C:19]([NH2:21])=[S:20].BrBr. The catalyst is C(Cl)(Cl)Cl. The product is [CH3:1][O:2][C:3]1[C:4]2[N:18]=[C:19]([NH2:21])[S:20][C:5]=2[C:6]([N:9]([CH3:17])[CH2:10][CH:11]2[CH2:12][CH2:13][O:14][CH2:15][CH2:16]2)=[CH:7][CH:8]=1. The yield is 0.100. (2) The reactants are [NH:1]1[CH2:4][CH:3]([N:5]([CH2:12][CH2:13][N:14]2[C:19]3[N:20]=[C:21]([NH:24][CH3:25])[N:22]=[CH:23][C:18]=3[CH:17]=[C:16]([C:26]3[C:31]([Cl:32])=[C:30]([O:33][CH3:34])[CH:29]=[C:28]([O:35][CH3:36])[C:27]=3[Cl:37])[C:15]2=O)[C:6](=[O:11])[C:7]([F:10])([F:9])[F:8])[CH2:2]1.[C:39](Cl)(=[O:42])[CH:40]=[CH2:41].C(Cl)[Cl:45].CO. No catalyst specified. The product is [Cl:45][CH:15]1[N:14]([CH2:13][CH2:12][N:5]([CH:3]2[CH2:2][N:1]([C:39](=[O:42])[CH:40]=[CH2:41])[CH2:4]2)[C:6](=[O:11])[C:7]([F:10])([F:8])[F:9])[C:19]2[N:20]=[C:21]([NH:24][CH3:25])[N:22]=[CH:23][C:18]=2[CH:17]=[C:16]1[C:26]1[C:27]([Cl:37])=[C:28]([O:35][CH3:36])[CH:29]=[C:30]([O:33][CH3:34])[C:31]=1[Cl:32]. The yield is 0.740. (3) The reactants are [C:1]([C:3]1[CH:8]=[CH:7][C:6]([N:9]([CH2:15][C:16](=[CH2:21])[C:17]([O:19][CH3:20])=[O:18])[CH2:10][C:11]([F:14])([F:13])[F:12])=[CH:5][C:4]=1[C:22]([F:25])([F:24])[F:23])#[N:2]. The catalyst is CCOC(C)=O.[Pd]. The product is [C:1]([C:3]1[CH:8]=[CH:7][C:6]([N:9]([CH2:10][C:11]([F:14])([F:13])[F:12])[CH2:15][CH:16]([CH3:21])[C:17]([O:19][CH3:20])=[O:18])=[CH:5][C:4]=1[C:22]([F:23])([F:25])[F:24])#[N:2]. The yield is 0.620. (4) The reactants are [N:1]1([CH2:6][CH2:7][CH2:8][O:9][C:10]2[CH:15]=[CH:14][C:13]([C:16]3([CH2:22][NH:23][C:24]4[CH:29]=[CH:28][N:27]=[CH:26][C:25]=4[NH2:30])[CH2:21][CH2:20][O:19][CH2:18][CH2:17]3)=[CH:12][CH:11]=2)[CH2:5][CH2:4][CH2:3][CH2:2]1.[CH3:31]OC(OC)OC. The catalyst is C(O)=O. The product is [N:1]1([CH2:6][CH2:7][CH2:8][O:9][C:10]2[CH:15]=[CH:14][C:13]([C:16]3([CH2:22][N:23]4[C:24]5[CH:29]=[CH:28][N:27]=[CH:26][C:25]=5[N:30]=[CH:31]4)[CH2:21][CH2:20][O:19][CH2:18][CH2:17]3)=[CH:12][CH:11]=2)[CH2:5][CH2:4][CH2:3][CH2:2]1. The yield is 0.650.